From a dataset of Catalyst prediction with 721,799 reactions and 888 catalyst types from USPTO. Predict which catalyst facilitates the given reaction. (1) Reactant: [Cl:1][C:2]1[N:10]=[C:9]([F:11])[N:8]=[C:7]2[C:3]=1[N:4]=[CH:5][NH:6]2.[CH3:12][CH:13](O)[CH3:14].C1(P(C2C=CC=CC=2)C2C=CC=CC=2)C=CC=CC=1.N(C(OC(C)(C)C)=O)=NC(OC(C)(C)C)=O. Product: [Cl:1][C:2]1[N:10]=[C:9]([F:11])[N:8]=[C:7]2[C:3]=1[N:4]=[CH:5][N:6]2[CH:13]([CH3:14])[CH3:12]. The catalyst class is: 1. (2) Reactant: [CH3:1][O:2][C:3]1[CH:8]=[CH:7][CH:6]=[C:5]([O:9][CH3:10])[C:4]=1[CH:11]1[CH:15](C(OCC)=O)[C:14](=[O:21])[C:13](=[O:22])[N:12]1[CH2:23][C:24]1[CH:29]=[CH:28][C:27]([O:30][C:31]([F:34])([F:33])[F:32])=[CH:26][CH:25]=1.[Na+].[Cl-]. Product: [CH3:1][O:2][C:3]1[CH:8]=[CH:7][CH:6]=[C:5]([O:9][CH3:10])[C:4]=1[CH:11]1[N:12]([CH2:23][C:24]2[CH:29]=[CH:28][C:27]([O:30][C:31]([F:32])([F:33])[F:34])=[CH:26][CH:25]=2)[C:13](=[O:22])[C:14](=[O:21])[CH2:15]1. The catalyst class is: 58. (3) Reactant: [CH2:1]([OH:7])[CH2:2][CH2:3][CH2:4][CH2:5][CH3:6].[H-].[Na+].Cl[S:11]([N:14]=C=O)(=[O:13])=[O:12].C(O)=O. Product: [S:11](=[O:13])(=[O:12])([O:7][CH2:1][CH2:2][CH2:3][CH2:4][CH2:5][CH3:6])[NH2:14]. The catalyst class is: 705. (4) Reactant: CO[C:3]([CH2:5][CH2:6][C@H:7]([NH2:11])[C:8]([OH:10])=[O:9])=[O:4].C(CC(=O)C)(=O)C.[CH:19]([NH:22]C(C)C)(C)[CH3:20].C(N)C. Product: [NH2:11][C@H:7]([C:8]([OH:10])=[O:9])[CH2:6][CH2:5][C:3]([NH:22][CH2:19][CH3:20])=[O:4]. The catalyst class is: 5.